Task: Regression. Given two drug SMILES strings and cell line genomic features, predict the synergy score measuring deviation from expected non-interaction effect.. Dataset: NCI-60 drug combinations with 297,098 pairs across 59 cell lines (1) Drug 1: COC1=CC(=CC(=C1O)OC)C2C3C(COC3=O)C(C4=CC5=C(C=C24)OCO5)OC6C(C(C7C(O6)COC(O7)C8=CC=CS8)O)O. Drug 2: C1C(C(OC1N2C=C(C(=O)NC2=O)F)CO)O. Cell line: MALME-3M. Synergy scores: CSS=26.9, Synergy_ZIP=-7.90, Synergy_Bliss=-2.98, Synergy_Loewe=-1.92, Synergy_HSA=0.708. (2) Drug 1: C1=C(C(=O)NC(=O)N1)F. Drug 2: CC1=C(C=C(C=C1)C(=O)NC2=CC(=CC(=C2)C(F)(F)F)N3C=C(N=C3)C)NC4=NC=CC(=N4)C5=CN=CC=C5. Cell line: SF-539. Synergy scores: CSS=49.1, Synergy_ZIP=-5.43, Synergy_Bliss=-12.9, Synergy_Loewe=-13.6, Synergy_HSA=-12.9. (3) Drug 1: CC1=C(C=C(C=C1)NC(=O)C2=CC=C(C=C2)CN3CCN(CC3)C)NC4=NC=CC(=N4)C5=CN=CC=C5. Drug 2: CC1CCC2CC(C(=CC=CC=CC(CC(C(=O)C(C(C(=CC(C(=O)CC(OC(=O)C3CCCCN3C(=O)C(=O)C1(O2)O)C(C)CC4CCC(C(C4)OC)O)C)C)O)OC)C)C)C)OC. Cell line: UACC62. Synergy scores: CSS=5.26, Synergy_ZIP=-3.49, Synergy_Bliss=-2.44, Synergy_Loewe=-12.6, Synergy_HSA=-1.61. (4) Drug 1: CCC1=C2CN3C(=CC4=C(C3=O)COC(=O)C4(CC)O)C2=NC5=C1C=C(C=C5)O. Drug 2: C1=NC2=C(N1)C(=S)N=CN2. Cell line: EKVX. Synergy scores: CSS=12.5, Synergy_ZIP=-4.13, Synergy_Bliss=-3.51, Synergy_Loewe=-0.185, Synergy_HSA=-0.00238. (5) Synergy scores: CSS=4.37, Synergy_ZIP=0.717, Synergy_Bliss=5.89, Synergy_Loewe=4.54, Synergy_HSA=4.11. Cell line: MDA-MB-435. Drug 2: CCCCC(=O)OCC(=O)C1(CC(C2=C(C1)C(=C3C(=C2O)C(=O)C4=C(C3=O)C=CC=C4OC)O)OC5CC(C(C(O5)C)O)NC(=O)C(F)(F)F)O. Drug 1: CC12CCC(CC1=CCC3C2CCC4(C3CC=C4C5=CN=CC=C5)C)O.